This data is from M1 muscarinic receptor agonist screen with 61,833 compounds. The task is: Binary Classification. Given a drug SMILES string, predict its activity (active/inactive) in a high-throughput screening assay against a specified biological target. (1) The molecule is O=C1N(CC(C1)C(=O)Nc1cc2OCOc2cc1)c1ccc(OCCC)cc1. The result is 0 (inactive). (2) The molecule is O=C(N1CCCCC1)N1CCN(CC1)C(=O)c1ccccc1. The result is 0 (inactive). (3) The drug is S(c1n(C(C)C)c2c(n(c(=O)n(c2=O)C)C)n1)CC(=O)N1CCCC1. The result is 0 (inactive). (4) The drug is o1c2c(nc1c1cccnc1)cc(NC(=O)CCC)cc2. The result is 0 (inactive). (5) The molecule is O(C(CC)C)C(=O)c1c2nc3c(nc2n(c1N)CC=C)cccc3. The result is 0 (inactive).